From a dataset of Forward reaction prediction with 1.9M reactions from USPTO patents (1976-2016). Predict the product of the given reaction. Given the reactants C([O-])(=O)C.[O:5]=[C:6]1[C@@H:9]([NH3+:10])[CH2:8][NH:7]1.CCN(CC)CC.[CH3:18][C:19]1([C:25](Cl)=[O:26])[CH2:24][CH2:23][CH2:22][CH2:21][CH2:20]1, predict the reaction product. The product is: [CH3:18][C:19]1([C:25]([NH:10][C@H:9]2[CH2:8][NH:7][C:6]2=[O:5])=[O:26])[CH2:24][CH2:23][CH2:22][CH2:21][CH2:20]1.